Dataset: Catalyst prediction with 721,799 reactions and 888 catalyst types from USPTO. Task: Predict which catalyst facilitates the given reaction. Reactant: [C:1]1([C@H:7]([NH:9][C:10](=[O:42])[O:11][C@:12]2([C@:36]3([CH3:37])[C@H:22]([C@H:23]4[C@:33]([F:39])([C@@H:34]([OH:38])[CH2:35]3)[C@:31]3([CH3:32])[C:26](=[CH:27][C:28](=[O:40])[CH:29]=[CH:30]3)[CH2:25][CH2:24]4)[CH2:21][C@@H:20]2[CH3:41])[C:13](=[O:19])[CH2:14][O:15]C(=O)C)[CH3:8])[CH:6]=[CH:5][CH:4]=[CH:3][CH:2]=1. Product: [C:1]1([C@H:7]([NH:9][C:10](=[O:42])[O:11][C@:12]2([C@:36]3([CH3:37])[C@H:22]([C@H:23]4[C@:33]([F:39])([C@@H:34]([OH:38])[CH2:35]3)[C@:31]3([CH3:32])[C:26](=[CH:27][C:28](=[O:40])[CH:29]=[CH:30]3)[CH2:25][CH2:24]4)[CH2:21][C@@H:20]2[CH3:41])[C:13](=[O:19])[CH2:14][OH:15])[CH3:8])[CH:2]=[CH:3][CH:4]=[CH:5][CH:6]=1. The catalyst class is: 254.